This data is from Full USPTO retrosynthesis dataset with 1.9M reactions from patents (1976-2016). The task is: Predict the reactants needed to synthesize the given product. (1) Given the product [CH3:19][C:18]1[O:17][N:16]=[C:15]([C:20]2[CH:25]=[CH:24][N:23]=[CH:22][N:21]=2)[C:14]=1[CH2:13][O:12][C:9]1[N:8]=[N:7][C:6]([C:4]([OH:5])=[O:3])=[CH:11][CH:10]=1, predict the reactants needed to synthesize it. The reactants are: C([O:3][C:4]([C:6]1[N:7]=[N:8][C:9]([O:12][CH2:13][C:14]2[C:15]([C:20]3[CH:25]=[CH:24][N:23]=[CH:22][N:21]=3)=[N:16][O:17][C:18]=2[CH3:19])=[CH:10][CH:11]=1)=[O:5])C.COC(C1C=NC(OCC2C(C3C=CC(Cl)=CC=3)=NOC=2)=CN=1)=O. (2) Given the product [CH2:9]([O:8][C:7]([N:6]([CH2:5][C:4]1[CH:3]=[C:2]([C:28]2[CH:27]=[C:26]([CH3:25])[CH:37]=[CH:36][C:29]=2[O:30][CH2:31][C:32]([OH:34])=[O:33])[CH:24]=[CH:23][CH:22]=1)[CH2:14][C:15]([NH:17][CH2:18][CH2:19][CH2:20][CH3:21])=[O:16])=[O:13])[CH2:10][CH2:11][CH3:12], predict the reactants needed to synthesize it. The reactants are: I[C:2]1[CH:3]=[C:4]([CH:22]=[CH:23][CH:24]=1)[CH2:5][N:6]([CH2:14][C:15]([NH:17][CH2:18][CH2:19][CH2:20][CH3:21])=[O:16])[C:7](=[O:13])[O:8][CH2:9][CH2:10][CH2:11][CH3:12].[CH3:25][C:26]1[CH:37]=[CH:36][C:29]([O:30][CH2:31][C:32]([O:34]C)=[O:33])=[C:28](B2OC(C)(C)C(C)(C)O2)[CH:27]=1. (3) Given the product [ClH:1].[ClH:1].[CH3:20][O:21][CH2:22][CH2:23][N:24]1[CH2:29][CH2:28][N:27]([C:2]2[N:7]=[CH:6][N:5]=[C:4]([N:8]3[C:12](=[O:13])[C:11]([C:14]4[CH:15]=[N:16][CH:17]=[CH:18][CH:19]=4)=[CH:10][NH:9]3)[CH:3]=2)[CH2:26][CH2:25]1, predict the reactants needed to synthesize it. The reactants are: [Cl:1][C:2]1[N:7]=[CH:6][N:5]=[C:4]([N:8]2[C:12](=[O:13])[C:11]([C:14]3[CH:15]=[N:16][CH:17]=[CH:18][CH:19]=3)=[CH:10][NH:9]2)[CH:3]=1.[CH3:20][O:21][CH2:22][CH2:23][N:24]1[CH2:29][CH2:28][NH:27][CH2:26][CH2:25]1. (4) Given the product [Cl:1][C:2]1[CH:7]=[CH:6][C:5]([O:8][C:9]([N:11]2[CH2:16][CH2:15][CH:14]([C:17]#[C:18][CH2:19][CH2:20][CH2:21][I:24])[CH2:13][CH2:12]2)=[O:10])=[CH:4][CH:3]=1, predict the reactants needed to synthesize it. The reactants are: [Cl:1][C:2]1[CH:7]=[CH:6][C:5]([O:8][C:9]([N:11]2[CH2:16][CH2:15][CH:14]([C:17]#[C:18][CH2:19][CH2:20][CH2:21]Cl)[CH2:13][CH2:12]2)=[O:10])=[CH:4][CH:3]=1.[Na+].[I-:24]. (5) The reactants are: [CH3:1][S:2](Cl)(=[O:4])=[O:3].[CH2:6]([O:24][C:25]1[CH:26]=[C:27]([CH2:33][OH:34])[CH:28]=[C:29]([CH2:31][OH:32])[CH:30]=1)[CH2:7][CH2:8][CH2:9][CH2:10][CH2:11][CH2:12][CH2:13][CH2:14][CH2:15][CH2:16][CH2:17][CH2:18][CH2:19][CH2:20][CH2:21][CH2:22][CH3:23].C(N(CC)CC)C. Given the product [CH3:1][S:2]([O:34][CH2:33][C:27]1[CH:26]=[C:25]([O:24][CH2:6][CH2:7][CH2:8][CH2:9][CH2:10][CH2:11][CH2:12][CH2:13][CH2:14][CH2:15][CH2:16][CH2:17][CH2:18][CH2:19][CH2:20][CH2:21][CH2:22][CH3:23])[CH:30]=[C:29]([CH2:31][O:32][S:2]([CH3:1])(=[O:4])=[O:3])[CH:28]=1)(=[O:4])=[O:3], predict the reactants needed to synthesize it. (6) Given the product [CH2:1]1[C:9]2[C:4](=[CH:5][CH:6]=[CH:7][CH:8]=2)[CH2:3][CH:2]1[NH:10][C:11]1[N:12]=[CH:13][C:14]2[CH2:20][N:19]([C:21]([O:23][CH2:24][CH2:25][CH2:26][C:27]3[NH:31][N:30]=[N:29][N:28]=3)=[O:22])[CH2:18][CH2:17][C:15]=2[N:16]=1, predict the reactants needed to synthesize it. The reactants are: [CH2:1]1[C:9]2[C:4](=[CH:5][CH:6]=[CH:7][CH:8]=2)[CH2:3][CH:2]1[NH:10][C:11]1[N:12]=[CH:13][C:14]2[CH2:20][N:19]([C:21]([O:23][CH2:24][CH2:25][CH2:26][C:27]#[N:28])=[O:22])[CH2:18][CH2:17][C:15]=2[N:16]=1.[N:29]([Si](C)(C)C)=[N+:30]=[N-:31].C([Sn](CCCC)=O)CCC. (7) Given the product [CH2:1]([C:8]([CH2:27][CH2:26][CH2:25][CH2:24][CH2:23][CH2:22][C:21]([F:29])([F:30])[C:20]([F:19])([F:31])[F:32])([C:13]([O:15][CH3:16])=[O:14])[C:9]([O:11][CH3:12])=[O:10])[CH2:2][CH2:3][CH2:4][CH2:5][CH:6]=[CH2:7], predict the reactants needed to synthesize it. The reactants are: [CH2:1]([CH:8]([C:13]([O:15][CH3:16])=[O:14])[C:9]([O:11][CH3:12])=[O:10])[CH2:2][CH2:3][CH2:4][CH2:5][CH:6]=[CH2:7].[H-].[Na+].[F:19][C:20]([F:32])([F:31])[C:21]([F:30])([F:29])[CH2:22][CH2:23][CH2:24][CH2:25][CH2:26][CH2:27]I.O.